From a dataset of Forward reaction prediction with 1.9M reactions from USPTO patents (1976-2016). Predict the product of the given reaction. (1) Given the reactants N#N.Br[C:4]1[CH:5]=[N:6][N:7]([CH2:9][CH3:10])[CH:8]=1.[CH3:11][C:12]1([CH3:28])[C:16]([CH3:18])([CH3:17])[O:15][B:14]([B:14]2[O:15][C:16]([CH3:18])([CH3:17])[C:12]([CH3:28])([CH3:11])[O:13]2)[O:13]1.C([O-])(=O)C.[K+], predict the reaction product. The product is: [CH2:9]([N:7]1[CH:8]=[C:4]([B:14]2[O:15][C:16]([CH3:18])([CH3:17])[C:12]([CH3:28])([CH3:11])[O:13]2)[CH:5]=[N:6]1)[CH3:10]. (2) The product is: [NH2:1][C:2]1[CH:3]=[C:4]([CH:21]=[CH:22][C:23]=1[F:35])[C:5]([N:7]1[CH2:12][CH2:11][CH:10]([C:13]2[CH:20]=[CH:19][C:16]([C:17]#[N:18])=[CH:15][CH:14]=2)[CH2:9][CH2:8]1)=[O:6]. Given the reactants [NH2:1][C:2]1[CH:3]=[C:4]([CH:21]=[CH:22][C:23]=1C)[C:5]([N:7]1[CH2:12][CH2:11][CH:10]([C:13]2[CH:20]=[CH:19][C:16]([C:17]#[N:18])=[CH:15][CH:14]=2)[CH2:9][CH2:8]1)=[O:6].NC1C=C(C=CC=1[F:35])C(O)=O.C(C1C=CC(C2CCNCC2)=CC=1)#N, predict the reaction product.